This data is from Catalyst prediction with 721,799 reactions and 888 catalyst types from USPTO. The task is: Predict which catalyst facilitates the given reaction. (1) Reactant: Br[C:2]1[CH:3]=[N:4][CH:5]=[C:6]([Br:8])[CH:7]=1.[CH:9]1([C:14]#[N:15])[CH2:13][CH2:12][CH2:11][CH2:10]1.C[Si]([N-][Si](C)(C)C)(C)C.[Na+].O. Product: [Br:8][C:6]1[CH:7]=[C:2]([C:9]2([C:14]#[N:15])[CH2:13][CH2:12][CH2:11][CH2:10]2)[CH:3]=[N:4][CH:5]=1. The catalyst class is: 1. (2) Reactant: C([O:8][CH2:9][CH2:10][NH:11][C:12]1[N:17]=[C:16]([O:18][CH3:19])[C:15]([NH:20][C:21]([C:23]2[O:24][C:25]([O:28][C:29]3[CH:34]=[C:33]([Si:35]([CH3:38])([CH3:37])[CH3:36])[CH:32]=[CH:31][C:30]=3[CH3:39])=[CH:26][CH:27]=2)=[O:22])=[C:14]([O:40][CH3:41])[N:13]=1)C1C=CC=CC=1.[H][H]. Product: [OH:8][CH2:9][CH2:10][NH:11][C:12]1[N:13]=[C:14]([O:40][CH3:41])[C:15]([NH:20][C:21]([C:23]2[O:24][C:25]([O:28][C:29]3[CH:34]=[C:33]([Si:35]([CH3:38])([CH3:37])[CH3:36])[CH:32]=[CH:31][C:30]=3[CH3:39])=[CH:26][CH:27]=2)=[O:22])=[C:16]([O:18][CH3:19])[N:17]=1. The catalyst class is: 29. (3) Reactant: [F:1][C:2]1[CH:11]=[CH:10][C:5]([C:6]([O:8][CH3:9])=[O:7])=[CH:4][C:3]=1[N+:12]([O-])=O. Product: [NH2:12][C:3]1[CH:4]=[C:5]([CH:10]=[CH:11][C:2]=1[F:1])[C:6]([O:8][CH3:9])=[O:7]. The catalyst class is: 19. (4) Reactant: [C-]#N.[K+].[C:4]([C:8]1[CH:15]=[CH:14][C:11]([CH:12]=[O:13])=[CH:10][CH:9]=1)([CH3:7])([CH3:6])[CH3:5].[CH3:16][OH:17]. Product: [C:4]([C:8]1[CH:15]=[CH:14][C:11]([C:16](=[O:17])[CH:12]([C:11]2[CH:10]=[CH:9][C:8]([C:4]([CH3:7])([CH3:5])[CH3:6])=[CH:15][CH:14]=2)[OH:13])=[CH:10][CH:9]=1)([CH3:7])([CH3:6])[CH3:5]. The catalyst class is: 6. (5) Reactant: [OH-].[K+].[C:3]([C:5]1[CH:6]=[C:7]([NH:11][C:12]2[C:21]3[C:16](=[CH:17][C:18]([O:39][CH3:40])=[C:19]([NH:22][CH:23]4[CH2:28][CH2:27][N:26](C(OCC5C=CC=CC=5)=O)[CH2:25][CH2:24]4)[CH:20]=3)[N:15]=[CH:14][N:13]=2)[CH:8]=[CH:9][CH:10]=1)#[CH:4].O. Product: [C:3]([C:5]1[CH:6]=[C:7]([NH:11][C:12]2[C:21]3[C:16](=[CH:17][C:18]([O:39][CH3:40])=[C:19]([NH:22][CH:23]4[CH2:28][CH2:27][NH:26][CH2:25][CH2:24]4)[CH:20]=3)[N:15]=[CH:14][N:13]=2)[CH:8]=[CH:9][CH:10]=1)#[CH:4]. The catalyst class is: 8. (6) Reactant: [CH2:1]([O:3][P:4]([CH2:9][C:10]([O:12]CC)=[O:11])([O:6][CH2:7][CH3:8])=[O:5])[CH3:2].[OH-].[Na+]. Product: [CH2:7]([O:6][P:4]([CH2:9][C:10]([OH:12])=[O:11])([O:3][CH2:1][CH3:2])=[O:5])[CH3:8]. The catalyst class is: 8. (7) Reactant: [N:1]1([C:5]2[CH:10]=[C:9](Cl)[N:8]=[CH:7][N:6]=2)[CH2:4][CH2:3][CH2:2]1.[NH2:12][C:13]1[CH:21]=[CH:20][C:16]([C:17]([OH:19])=[O:18])=[CH:15][CH:14]=1.Cl.O. Product: [N:1]1([C:5]2[N:6]=[CH:7][N:8]=[C:9]([NH:12][C:13]3[CH:21]=[CH:20][C:16]([C:17]([OH:19])=[O:18])=[CH:15][CH:14]=3)[CH:10]=2)[CH2:4][CH2:3][CH2:2]1. The catalyst class is: 131. (8) Reactant: [CH2:1]([O:3][C:4](=[O:12])[C:5]([S:8][C:9](=O)[CH3:10])([CH3:7])[CH3:6])[CH3:2].[F:13][C:14]([F:29])([F:28])CCOS(C1C=CC(C)=CC=1)(=O)=O.C[O-].[Na+]. Product: [CH2:1]([O:3][C:4](=[O:12])[C:5]([CH3:7])([S:8][CH2:9][CH2:10][C:14]([F:29])([F:28])[F:13])[CH3:6])[CH3:2]. The catalyst class is: 8. (9) Reactant: [CH:1]1([C:4]2[N:8]=[C:7]([C:9]3[C:17]4[CH2:16][CH2:15][CH2:14][O:13][C:12]=4[S:11][C:10]=3[NH2:18])[O:6][N:5]=2)[CH2:3][CH2:2]1.[C:19]12[C:28](=[O:29])[O:27][C:25](=[O:26])[C:20]=1[CH2:21][CH2:22][CH2:23][CH2:24]2. Product: [CH:1]1([C:4]2[N:8]=[C:7]([C:9]3[C:17]4[CH2:16][CH2:15][CH2:14][O:13][C:12]=4[S:11][C:10]=3[NH:18][C:28]([C:19]3[CH2:24][CH2:23][CH2:22][CH2:21][C:20]=3[C:25]([OH:27])=[O:26])=[O:29])[O:6][N:5]=2)[CH2:2][CH2:3]1. The catalyst class is: 61. (10) Reactant: [Br:1][C:2]1[CH:3]=[C:4]([OH:8])[CH:5]=[CH:6][CH:7]=1.[H-].[Na+].Br[CH2:12][CH2:13][CH2:14][N:15]1[C:19](=[O:20])[C:18]2=[CH:21][CH:22]=[CH:23][CH:24]=[C:17]2[C:16]1=[O:25]. Product: [Br:1][C:2]1[CH:3]=[C:4]([CH:5]=[CH:6][CH:7]=1)[O:8][CH2:12][CH2:13][CH2:14][N:15]1[C:19](=[O:20])[C:18]2[C:17](=[CH:24][CH:23]=[CH:22][CH:21]=2)[C:16]1=[O:25]. The catalyst class is: 9.